From a dataset of Reaction yield outcomes from USPTO patents with 853,638 reactions. Predict the reaction yield, written as a fraction of the theoretical maximum amount of product (1.0 means a 100% yield; for example, 0.34 means a 34% yield). (1) The reactants are [CH3:1][C@H:2]1[CH2:7][CH2:6][C@H:5]([C:8]([N:10]([C:20]2[CH:24]=[C:23]([C:25]3[CH:30]=[CH:29][CH:28]=[CH:27][CH:26]=3)[S:22][C:21]=2[C:31]([O:33]C)=[O:32])[CH2:11][C:12]([N:14]2[CH2:19][CH2:18][O:17][CH2:16][CH2:15]2)=[O:13])=[O:9])[CH2:4][CH2:3]1.C1COCC1.Cl. The catalyst is O. The product is [CH3:1][C@H:2]1[CH2:7][CH2:6][C@H:5]([C:8]([N:10]([C:20]2[CH:24]=[C:23]([C:25]3[CH:26]=[CH:27][CH:28]=[CH:29][CH:30]=3)[S:22][C:21]=2[C:31]([OH:33])=[O:32])[CH2:11][C:12]([N:14]2[CH2:19][CH2:18][O:17][CH2:16][CH2:15]2)=[O:13])=[O:9])[CH2:4][CH2:3]1. The yield is 0.720. (2) The reactants are [Si:1]([O:8][CH2:9][C@H:10]1[N:15]([C:16]([O:18][C:19]([CH3:22])([CH3:21])[CH3:20])=[O:17])[CH2:14][C:13]([O:23][Si](C)(C)C)=[CH:12][CH:11]1[CH3:28])([C:4]([CH3:7])([CH3:6])[CH3:5])([CH3:3])[CH3:2]. The catalyst is C(#N)C.CCOC(C)=O.CC([O-])=O.CC([O-])=O.[Pd+2]. The product is [Si:1]([O:8][CH2:9][C@@H:10]1[C:11]([CH3:28])=[CH:12][C:13](=[O:23])[CH2:14][N:15]1[C:16]([O:18][C:19]([CH3:22])([CH3:21])[CH3:20])=[O:17])([C:4]([CH3:7])([CH3:5])[CH3:6])([CH3:3])[CH3:2]. The yield is 0.583. (3) The reactants are [OH:1][CH:2]([C:28]1[CH:33]=[CH:32][CH:31]=[CH:30][CH:29]=1)[CH2:3][N:4]1[C:9](=[O:10])[C:8]([C:11]2[CH:16]=[CH:15][C:14]([F:17])=[CH:13][CH:12]=2)=[C:7]([C:18]2[CH:23]=[CH:22][C:21]([S:24]([CH3:27])(=[O:26])=[O:25])=[CH:20][CH:19]=2)[CH:6]=[N:5]1.I[CH3:35].[H-].[Na+]. The catalyst is CN(C=O)C. The product is [CH3:35][O:1][CH:2]([C:28]1[CH:29]=[CH:30][CH:31]=[CH:32][CH:33]=1)[CH2:3][N:4]1[C:9](=[O:10])[C:8]([C:11]2[CH:12]=[CH:13][C:14]([F:17])=[CH:15][CH:16]=2)=[C:7]([C:18]2[CH:23]=[CH:22][C:21]([S:24]([CH3:27])(=[O:26])=[O:25])=[CH:20][CH:19]=2)[CH:6]=[N:5]1. The yield is 0.347.